Dataset: Catalyst prediction with 721,799 reactions and 888 catalyst types from USPTO. Task: Predict which catalyst facilitates the given reaction. (1) Reactant: Br[C:2]1[CH:7]=[C:6]([F:8])[CH:5]=[C:4]([Br:9])[CH:3]=1.C([Li])CCC.CN(C)[CH:17]=[O:18]. Product: [Br:9][C:4]1[CH:3]=[C:2]([CH:7]=[C:6]([F:8])[CH:5]=1)[CH:17]=[O:18]. The catalyst class is: 7. (2) Reactant: [NH2:1][C:2]1[CH:7]=[CH:6][C:5]([C:8]2[CH:13]=[CH:12][C:11]([S:14]([N:17]3[CH:21]([C:22]([OH:24])=[O:23])[CH2:20][CH:19]4[CH2:25][CH2:26][CH2:27][CH:18]34)(=[O:16])=[O:15])=[CH:10][CH:9]=2)=[CH:4][CH:3]=1.N1C=CC=CC=1.[C:34](Cl)(=[O:41])[C:35]1[CH:40]=[CH:39][CH:38]=[CH:37][CH:36]=1. Product: [C:34]([NH:1][C:2]1[CH:7]=[CH:6][C:5]([C:8]2[CH:9]=[CH:10][C:11]([S:14]([N:17]3[CH:21]([C:22]([OH:24])=[O:23])[CH2:20][CH:19]4[CH2:25][CH2:26][CH2:27][CH:18]34)(=[O:16])=[O:15])=[CH:12][CH:13]=2)=[CH:4][CH:3]=1)(=[O:41])[C:35]1[CH:40]=[CH:39][CH:38]=[CH:37][CH:36]=1. The catalyst class is: 3. (3) Reactant: [N-:1]=[N+:2]=[N-:3].[Na+].[C:5]([N:15]1[CH2:18][CH:17]([C:19]2[CH:24]=[CH:23][C:22]([N:25]3[CH2:29][C@H:28]([CH2:30]OS(C4C=CC=C([N+]([O-])=O)C=4)(=O)=O)[O:27][C:26]3=[O:44])=[CH:21][C:20]=2[F:45])[CH2:16]1)([O:7][CH2:8][C:9]1[CH:14]=[CH:13][CH:12]=[CH:11][CH:10]=1)=[O:6]. Product: [C:5]([N:15]1[CH2:18][CH:17]([C:19]2[CH:24]=[CH:23][C:22]([N:25]3[CH2:29][C@@H:28]([CH2:30][N:1]=[N+:2]=[N-:3])[O:27][C:26]3=[O:44])=[CH:21][C:20]=2[F:45])[CH2:16]1)([O:7][CH2:8][C:9]1[CH:14]=[CH:13][CH:12]=[CH:11][CH:10]=1)=[O:6]. The catalyst class is: 3. (4) The catalyst class is: 3. Product: [Cl:1][C:2]1[C:3]([O:11][CH2:12][C:13]2[CH:18]=[CH:17][CH:16]=[C:15]([C:19]3[CH:28]=[CH:27][C:22]4[O:23][CH2:24][CH2:25][O:26][C:21]=4[CH:20]=3)[C:14]=2[CH3:29])=[CH:4][C:5]([O:10][CH2:37][C:38]2[CH:39]=[N:40][CH:41]=[C:42]([CH:45]=2)[C:43]#[N:44])=[C:6]([CH:7]=[O:8])[CH:9]=1. Reactant: [Cl:1][C:2]1[C:3]([O:11][CH2:12][C:13]2[CH:18]=[CH:17][CH:16]=[C:15]([C:19]3[CH:28]=[CH:27][C:22]4[O:23][CH2:24][CH2:25][O:26][C:21]=4[CH:20]=3)[C:14]=2[CH3:29])=[CH:4][C:5]([OH:10])=[C:6]([CH:9]=1)[CH:7]=[O:8].C(=O)([O-])[O-].[Cs+].[Cs+].Cl[CH2:37][C:38]1[CH:39]=[N:40][CH:41]=[C:42]([CH:45]=1)[C:43]#[N:44].